Dataset: Reaction yield outcomes from USPTO patents with 853,638 reactions. Task: Predict the reaction yield, written as a fraction of the theoretical maximum amount of product (1.0 means a 100% yield; for example, 0.34 means a 34% yield). The yield is 0.850. The reactants are C(OC(=O)[NH:7][C@H:8]([CH2:25][C:26]1[CH:31]=[CH:30][CH:29]=[CH:28][N:27]=1)[C:9]([N:11]1[CH2:16][CH2:15][N:14]([C:17]2[CH:22]=[CH:21][CH:20]=[CH:19][C:18]=2[O:23][CH3:24])[CH2:13][CH2:12]1)=[O:10])(C)(C)C.Cl. The product is [NH2:7][C@H:8]([CH2:25][C:26]1[CH:31]=[CH:30][CH:29]=[CH:28][N:27]=1)[C:9]([N:11]1[CH2:12][CH2:13][N:14]([C:17]2[CH:22]=[CH:21][CH:20]=[CH:19][C:18]=2[O:23][CH3:24])[CH2:15][CH2:16]1)=[O:10]. The catalyst is C1COCC1.